Task: Predict the reactants needed to synthesize the given product.. Dataset: Full USPTO retrosynthesis dataset with 1.9M reactions from patents (1976-2016) (1) Given the product [CH2:13]([O:15][C:16]1[CH:21]=[CH:20][C:19]([NH:22][C:23]([NH:8][C:6]2[O:5][N:4]=[C:3]([C:2]([F:10])([F:9])[F:1])[CH:7]=2)=[S:24])=[C:18]([N+:25]([O-:27])=[O:26])[CH:17]=1)[CH3:14], predict the reactants needed to synthesize it. The reactants are: [F:1][C:2]([F:10])([F:9])[C:3]1[CH:7]=[C:6]([NH2:8])[O:5][N:4]=1.[H-].[Na+].[CH2:13]([O:15][C:16]1[CH:21]=[CH:20][C:19]([N:22]=[C:23]=[S:24])=[C:18]([N+:25]([O-:27])=[O:26])[CH:17]=1)[CH3:14]. (2) The reactants are: Cl[C:2]1[CH:7]=[C:6]([N+:8]([O-:10])=[O:9])[CH:5]=[CH:4][N:3]=1.[CH2:11]([N:13]1[CH2:18][CH2:17][NH:16][CH2:15][CH2:14]1)[CH3:12].C(N(CC)C(C)C)(C)C. Given the product [CH2:11]([N:13]1[CH2:18][CH2:17][N:16]([C:2]2[CH:7]=[C:6]([N+:8]([O-:10])=[O:9])[CH:5]=[CH:4][N:3]=2)[CH2:15][CH2:14]1)[CH3:12], predict the reactants needed to synthesize it. (3) Given the product [CH3:29][C:17]1[CH:18]=[C:19]([S:23]([NH:26][C:27]([N:5]2[CH2:4][CH2:3][C:9]3[CH:10]=[CH:11][C:12]([NH:14][C:27](=[O:28])[NH:26][S:23]([C:19]4[CH:18]=[CH:17][CH:22]=[C:33]([CH3:34])[CH:20]=4)(=[O:24])=[O:15])=[CH:13][C:8]=3[CH2:7][CH2:6]2)=[O:28])(=[O:25])=[O:24])[CH:20]=[CH:21][CH:22]=1, predict the reactants needed to synthesize it. The reactants are: Br.Br.[CH2:3]1[C:9]2[CH:10]=[CH:11][C:12]([NH2:14])=[CH:13][C:8]=2[CH2:7][CH2:6][NH:5][CH2:4]1.[OH-:15].[Na+].[C:17]1([CH3:29])[CH:22]=[CH:21][CH:20]=[C:19]([S:23]([N:26]=[C:27]=[O:28])(=[O:25])=[O:24])[CH:18]=1.C(O[CH2:33][CH3:34])C. (4) Given the product [CH:30]1([C:2]2[N:7]=[C:6]([CH2:8][N:9]3[C:17](=[O:18])[C:16]4[C:11](=[CH:12][CH:13]=[CH:14][CH:15]=4)[C:10]3=[O:19])[CH:5]=[C:4]([O:20][CH2:21][CH2:22][C:23]3([C:26]([F:29])([F:28])[F:27])[CH2:25][CH2:24]3)[N:3]=2)[CH2:32][CH2:31]1, predict the reactants needed to synthesize it. The reactants are: Cl[C:2]1[N:7]=[C:6]([CH2:8][N:9]2[C:17](=[O:18])[C:16]3[C:11](=[CH:12][CH:13]=[CH:14][CH:15]=3)[C:10]2=[O:19])[CH:5]=[C:4]([O:20][CH2:21][CH2:22][C:23]2([C:26]([F:29])([F:28])[F:27])[CH2:25][CH2:24]2)[N:3]=1.[CH:30]1(B(O)O)[CH2:32][CH2:31]1.C(Cl)(Cl)Cl.COC1C=CC=C(OC)C=1C1C=CC=CC=1P(C1CCCCC1)C1CCCCC1.[O-]P([O-])([O-])=O.[K+].[K+].[K+]. (5) Given the product [CH:1]1([S:4]([NH:7][C@@H:8]2[CH2:12][C@H:11]([C:13]([OH:15])=[O:14])[C@H:10]([CH2:18][CH3:19])[CH2:9]2)(=[O:6])=[O:5])[CH2:2][CH2:3]1, predict the reactants needed to synthesize it. The reactants are: [CH:1]1([S:4]([NH:7][C@@H:8]2[CH2:12][C@H:11]([C:13]([O:15]CC)=[O:14])[C@H:10]([CH2:18][CH3:19])[CH2:9]2)(=[O:6])=[O:5])[CH2:3][CH2:2]1.[OH-].[Na+].Cl. (6) Given the product [Cl:1][C:2]1[CH:3]=[C:4]([CH:8]([O:13][Si:20]([CH2:25][CH3:26])([CH2:23][CH3:24])[CH2:21][CH3:22])[CH2:9][N+:10]([O-:12])=[O:11])[CH:5]=[CH:6][CH:7]=1, predict the reactants needed to synthesize it. The reactants are: [Cl:1][C:2]1[CH:3]=[C:4]([CH:8]([OH:13])[CH2:9][N+:10]([O-:12])=[O:11])[CH:5]=[CH:6][CH:7]=1.N1C=CN=C1.Cl[Si:20]([CH2:25][CH3:26])([CH2:23][CH3:24])[CH2:21][CH3:22]. (7) Given the product [C:10]([O:9][C:6]1[CH:7]=[CH:8][C:3]([CH:1]=[CH2:2])=[CH:4][CH:5]=1)(=[O:12])[CH3:11], predict the reactants needed to synthesize it. The reactants are: [CH:1]([C:3]1[CH:8]=[CH:7][C:6]([OH:9])=[CH:5][CH:4]=1)=[CH2:2].[C:10](OC(=O)C)(=[O:12])[CH3:11].[OH-].[Na+].[OH-].[K+].